This data is from Retrosynthesis with 50K atom-mapped reactions and 10 reaction types from USPTO. The task is: Predict the reactants needed to synthesize the given product. (1) Given the product CC(C)[C@H](NC(=O)OCc1ccccc1)C(=O)NC(Cc1ccccc1)C(OC(=O)c1ccc(CCl)cc1)C(Cc1ccccc1)NC(=O)[C@@H](NC(=O)OCc1ccccc1)C(C)C, predict the reactants needed to synthesize it. The reactants are: CC(C)[C@H](NC(=O)OCc1ccccc1)C(=O)NC(Cc1ccccc1)C(O)C(Cc1ccccc1)NC(=O)[C@@H](NC(=O)OCc1ccccc1)C(C)C.O=C(Cl)c1ccc(CCl)cc1. (2) The reactants are: C=O.CNC.NS(=O)(=O)c1ccc(S(=O)(=O)CCCc2ccc(O)cc2)s1. Given the product CN(C)Cc1cc(CCCS(=O)(=O)c2ccc(S(N)(=O)=O)s2)ccc1O, predict the reactants needed to synthesize it. (3) Given the product C[C@@H](c1ccc(-c2ccc(C#N)cn2)cc1)N1CC[C@](CC(C)(C)O)(c2ccc(F)cc2)OC1=O, predict the reactants needed to synthesize it. The reactants are: C[C@@H](c1ccc(B2OC(C)(C)C(C)(C)O2)cc1)N1CC[C@](CC(C)(C)O)(c2ccc(F)cc2)OC1=O.N#Cc1ccc(Br)nc1. (4) Given the product O=S(=O)(O)C(F)(F)C(F)(F)C(F)(F)C(F)(F)F, predict the reactants needed to synthesize it. The reactants are: O=S(=O)(F)C(F)(F)C(F)(F)C(F)(F)C(F)(F)F.[OH-]. (5) Given the product COc1ccc2c3c(c(=O)oc2c1)CN(CCN1CC2CCCC(C2)C1)CC3, predict the reactants needed to synthesize it. The reactants are: COc1ccc2c3c(c(=O)oc2c1)CNCC3.ClCCN1CC2CCCC(C2)C1. (6) Given the product COc1cc2c(Oc3cc(C)c(C)nc3-c3ccccn3)ccnc2cc1OCCO, predict the reactants needed to synthesize it. The reactants are: COc1cc2c(Oc3cc(C)c(C)nc3-c3ccccn3)ccnc2cc1O.OCCBr. (7) Given the product CCC(=C(c1ccc(O)cc1)c1ccc(O)cc1)c1ccccc1, predict the reactants needed to synthesize it. The reactants are: CCC(=O)c1ccccc1.O=C(c1ccc(O)cc1)c1ccc(O)cc1.